From a dataset of Forward reaction prediction with 1.9M reactions from USPTO patents (1976-2016). Predict the product of the given reaction. Given the reactants Br[C:2]1[CH:3]=[CH:4][C:5]([O:16][CH3:17])=[C:6]([CH:15]=1)[O:7][Si:8]([C:11]([CH3:14])([CH3:13])[CH3:12])([CH3:10])[CH3:9].C([Li])CCC.[CH3:23][O:24][C:25]1[CH:26]=[C:27]([CH:30]=[C:31]([O:33][CH3:34])[CH:32]=1)[CH:28]=[O:29], predict the reaction product. The product is: [C:11]([Si:8]([CH3:10])([CH3:9])[O:7][C:6]1[CH:15]=[C:2]([CH:28]([C:27]2[CH:30]=[C:31]([O:33][CH3:34])[CH:32]=[C:25]([O:24][CH3:23])[CH:26]=2)[OH:29])[CH:3]=[CH:4][C:5]=1[O:16][CH3:17])([CH3:14])([CH3:13])[CH3:12].